This data is from NCI-60 drug combinations with 297,098 pairs across 59 cell lines. The task is: Regression. Given two drug SMILES strings and cell line genomic features, predict the synergy score measuring deviation from expected non-interaction effect. (1) Drug 1: C1CC(C1)(C(=O)O)C(=O)O.[NH2-].[NH2-].[Pt+2]. Drug 2: CN1C(=O)N2C=NC(=C2N=N1)C(=O)N. Cell line: NCIH23. Synergy scores: CSS=50.9, Synergy_ZIP=-5.31, Synergy_Bliss=-5.92, Synergy_Loewe=-12.3, Synergy_HSA=-4.73. (2) Drug 1: C1CN1P(=S)(N2CC2)N3CC3. Drug 2: C1C(C(OC1N2C=C(C(=O)NC2=O)F)CO)O. Cell line: HT29. Synergy scores: CSS=25.2, Synergy_ZIP=-3.66, Synergy_Bliss=6.27, Synergy_Loewe=-9.45, Synergy_HSA=4.08. (3) Drug 1: CNC(=O)C1=NC=CC(=C1)OC2=CC=C(C=C2)NC(=O)NC3=CC(=C(C=C3)Cl)C(F)(F)F. Drug 2: C1C(C(OC1N2C=NC3=C2NC=NCC3O)CO)O. Cell line: EKVX. Synergy scores: CSS=6.21, Synergy_ZIP=4.22, Synergy_Bliss=-0.321, Synergy_Loewe=-0.809, Synergy_HSA=-2.72.